From a dataset of Aqueous solubility values for 9,982 compounds from the AqSolDB database. Regression/Classification. Given a drug SMILES string, predict its absorption, distribution, metabolism, or excretion properties. Task type varies by dataset: regression for continuous measurements (e.g., permeability, clearance, half-life) or binary classification for categorical outcomes (e.g., BBB penetration, CYP inhibition). For this dataset (solubility_aqsoldb), we predict Y. The Y is -4.33 log mol/L. The drug is FC(F)(F)C(Cl)(Cl)Cl.